This data is from Reaction yield outcomes from USPTO patents with 853,638 reactions. The task is: Predict the reaction yield, written as a fraction of the theoretical maximum amount of product (1.0 means a 100% yield; for example, 0.34 means a 34% yield). (1) The reactants are [CH3:1][N:2]([CH3:43])[CH2:3][CH2:4][N:5]([CH3:42])[C:6](=[O:41])[C:7]1[CH:12]=[CH:11][C:10]([NH:13][C:14]([NH:16][C:17]2[CH:22]=[CH:21][C:20]([C:23]3[N:28]=[C:27]([N:29]4[CH2:34][CH2:33][O:32][CH2:31][CH2:30]4)[N:26]=[C:25]([N:35]4[CH2:40][CH2:39][O:38][CH2:37][CH2:36]4)[N:24]=3)=[CH:19][CH:18]=2)=[O:15])=[CH:9][CH:8]=1.CO.[ClH:46]. The catalyst is O1CCOCC1. The product is [ClH:46].[CH3:1][N:2]([CH3:43])[CH2:3][CH2:4][N:5]([CH3:42])[C:6](=[O:41])[C:7]1[CH:12]=[CH:11][C:10]([NH:13][C:14]([NH:16][C:17]2[CH:18]=[CH:19][C:20]([C:23]3[N:28]=[C:27]([N:29]4[CH2:30][CH2:31][O:32][CH2:33][CH2:34]4)[N:26]=[C:25]([N:35]4[CH2:40][CH2:39][O:38][CH2:37][CH2:36]4)[N:24]=3)=[CH:21][CH:22]=2)=[O:15])=[CH:9][CH:8]=1. The yield is 0.880. (2) The reactants are [CH2:1]([C@@H:5]1[NH:10][CH2:9][C@H:8]([C:11]2[CH:16]=[CH:15][CH:14]=[CH:13][CH:12]=2)[NH:7][C:6]1=[O:17])[CH:2]([CH3:4])[CH3:3].[Cl:18][C:19]1[CH:24]=[CH:23][C:22]([C:25]2[O:29][N:28]=[C:27]([CH:30]=O)[CH:26]=2)=[CH:21][CH:20]=1.C([C@@H]1N(CC2C=C(C3C=CC=CC=3)ON=2)C[C@H](CC(C)C)NC1=O)C(C)C. No catalyst specified. The product is [Cl:18][C:19]1[CH:20]=[CH:21][C:22]([C:25]2[O:29][N:28]=[C:27]([CH2:30][N:10]3[CH2:9][C@H:8]([C:11]4[CH:12]=[CH:13][CH:14]=[CH:15][CH:16]=4)[NH:7][C:6](=[O:17])[C@@H:5]3[CH2:1][CH:2]([CH3:4])[CH3:3])[CH:26]=2)=[CH:23][CH:24]=1. The yield is 0.450. (3) The reactants are Br[C:2]1[N:6]2[N:7]=[C:8]([O:11][CH:12]3[CH2:17][CH2:16][O:15][CH2:14][CH2:13]3)[CH:9]=[CH:10][C:5]2=[N:4][CH:3]=1.[F:18][C:19]1[CH:24]=[CH:23][C:22](B(O)O)=[CH:21][CH:20]=1.ClCCl.C([O-])([O-])=O.[Na+].[Na+].Cl. The catalyst is O1CCOCC1.O.C1C=CC(P(C2C=CC=CC=2)[C-]2C=CC=C2)=CC=1.C1C=CC(P(C2C=CC=CC=2)[C-]2C=CC=C2)=CC=1.Cl[Pd]Cl.[Fe+2]. The product is [F:18][C:19]1[CH:24]=[CH:23][C:22]([C:2]2[N:6]3[N:7]=[C:8]([O:11][CH:12]4[CH2:17][CH2:16][O:15][CH2:14][CH2:13]4)[CH:9]=[CH:10][C:5]3=[N:4][CH:3]=2)=[CH:21][CH:20]=1. The yield is 0.930. (4) The reactants are [F:1][C:2]([F:22])([F:21])[C:3]1[CH:4]=[C:5]([C:9]2[CH:10]=[CH:11][C:12]3[N:18]4[CH2:19][C@@H:15]([CH2:16][CH2:17]4)[NH:14][C:13]=3[N:20]=2)[CH:6]=[CH:7][CH:8]=1.Cl[C:24](Cl)([O:26]C(=O)OC(Cl)(Cl)Cl)Cl.[CH3:35][C:36]1([CH3:50])[O:40][C@H:39]([CH2:41][O:42][C:43]2[CH:48]=[CH:47][N:46]=[C:45]([NH2:49])[CH:44]=2)[CH2:38][O:37]1.O. The catalyst is O1CCCC1. The product is [CH3:35][C:36]1([CH3:50])[O:40][C@H:39]([CH2:41][O:42][C:43]2[CH:48]=[CH:47][N:46]=[C:45]([NH:49][C:24]([N:14]3[C@@H:15]4[CH2:19][N:18]([CH2:17][CH2:16]4)[C:12]4[CH:11]=[CH:10][C:9]([C:5]5[CH:6]=[CH:7][CH:8]=[C:3]([C:2]([F:21])([F:1])[F:22])[CH:4]=5)=[N:20][C:13]3=4)=[O:26])[CH:44]=2)[CH2:38][O:37]1. The yield is 0.490. (5) The reactants are Cl[C:2]1[CH:7]=[CH:6][CH:5]=[CH:4][N:3]=1.CCN(C(C)C)C(C)C.[NH:17]1[CH2:23][CH2:22][CH2:21][NH:20][CH2:19][CH2:18]1. The catalyst is CC(N(C)C)=O. The product is [N:3]1[CH:4]=[CH:5][CH:6]=[CH:7][C:2]=1[N:17]1[CH2:23][CH2:22][CH2:21][NH:20][CH2:19][CH2:18]1. The yield is 0.720.